Dataset: Reaction yield outcomes from USPTO patents with 853,638 reactions. Task: Predict the reaction yield, written as a fraction of the theoretical maximum amount of product (1.0 means a 100% yield; for example, 0.34 means a 34% yield). (1) The reactants are [C:1]([C:3]1[CH:8]=[CH:7][C:6]([C:9]2([O:12][CH:13]([CH3:15])[CH3:14])[CH2:11][CH2:10]2)=[CH:5][C:4]=1C)#[CH:2].[CH3:17][O:18][C:19](=[O:28])[CH2:20][C:21]1[CH:26]=[CH:25][C:24](I)=[CH:23][CH:22]=1.[CH2:29](N(CC)CC)C. The catalyst is [Cu]I.Cl[Pd](Cl)([P](C1C=CC=CC=1)(C1C=CC=CC=1)C1C=CC=CC=1)[P](C1C=CC=CC=1)(C1C=CC=CC=1)C1C=CC=CC=1. The product is [CH:13]([O:12][C:9]1([C:6]2[CH:5]=[CH:4][C:3]([C:1]#[C:2][C:24]3[CH:25]=[CH:26][C:21]([CH2:20][C:19]([O:18][CH3:17])=[O:28])=[CH:22][CH:23]=3)=[CH:8][C:7]=2[CH3:29])[CH2:10][CH2:11]1)([CH3:14])[CH3:15]. The yield is 0.710. (2) The reactants are [CH2:1]([C:3]1[CH:4]=[C:5]([CH:7]=[CH:8][CH:9]=1)[NH2:6])[CH3:2].O[CH2:11][CH:12]([CH2:14]O)O.[Na+].[N+](C1C=C(S([O-])(=O)=O)C=CC=1)([O-])=O.OS(O)(=O)=O. The catalyst is O. The product is [CH2:1]([C:3]1[CH:4]=[C:5]2[C:7]([CH:11]=[CH:12][CH:14]=[N:6]2)=[CH:8][CH:9]=1)[CH3:2]. The yield is 0.930. (3) The reactants are [CH2:1]([NH2:4])[CH2:2][CH3:3].C1C=CC2N(O)N=NC=2C=1.C(NC(C)C)(C)C.C(Cl)CCl.[C:26]([O:30][C:31]([N:33]1[CH2:39][CH2:38][C:37]2[C:40]([NH:45][CH2:46][C:47]3[CH:52]=[CH:51][C:50]([C:53](O)=[O:54])=[C:49]([F:56])[CH:48]=3)=[C:41]([Cl:44])[CH:42]=[CH:43][C:36]=2[CH2:35][CH2:34]1)=[O:32])([CH3:29])([CH3:28])[CH3:27]. The catalyst is C1COCC1. The product is [C:26]([O:30][C:31]([N:33]1[CH2:39][CH2:38][C:37]2[C:40]([NH:45][CH2:46][C:47]3[CH:52]=[CH:51][C:50]([C:53](=[O:54])[NH:4][CH2:1][CH2:2][CH3:3])=[C:49]([F:56])[CH:48]=3)=[C:41]([Cl:44])[CH:42]=[CH:43][C:36]=2[CH2:35][CH2:34]1)=[O:32])([CH3:28])([CH3:27])[CH3:29]. The yield is 0.710. (4) The reactants are [C:1]([NH:4][NH:5][C:6]([C:8]1[O:9][C:10]2[CH:20]=[C:19]([N:21]([CH3:26])[S:22]([CH3:25])(=[O:24])=[O:23])[C:18]([Br:27])=[CH:17][C:11]=2[C:12]=1[C:13]([NH:15][CH3:16])=[O:14])=[O:7])(=O)[CH3:2].CCN(CC)CC. The catalyst is C(Cl)Cl. The product is [Br:27][C:18]1[C:19]([N:21]([CH3:26])[S:22]([CH3:25])(=[O:23])=[O:24])=[CH:20][C:10]2[O:9][C:8]([C:6]3[O:7][C:1]([CH3:2])=[N:4][N:5]=3)=[C:12]([C:13]([NH:15][CH3:16])=[O:14])[C:11]=2[CH:17]=1. The yield is 0.630. (5) The reactants are [CH2:1]([N:8]([CH2:16][CH2:17][N:18]1[C:27]2[C:22]([C:23](=[O:29])[NH:24][C:25](=[O:28])[N:26]=2)=[N:21][C:20]2[CH:30]=[C:31]([CH3:40])[C:32]([O:34][CH:35]3[CH2:39][CH2:38][CH2:37][CH2:36]3)=[CH:33][C:19]1=2)C(=O)OC(C)(C)C)[C:2]1[CH:7]=[CH:6][CH:5]=[CH:4][CH:3]=1.Cl.CCOCC. The product is [CH2:1]([NH:8][CH2:16][CH2:17][N:18]1[C:27]2[C:22]([C:23](=[O:29])[NH:24][C:25](=[O:28])[N:26]=2)=[N:21][C:20]2[CH:30]=[C:31]([CH3:40])[C:32]([O:34][CH:35]3[CH2:39][CH2:38][CH2:37][CH2:36]3)=[CH:33][C:19]1=2)[C:2]1[CH:7]=[CH:6][CH:5]=[CH:4][CH:3]=1. The yield is 0.320. The catalyst is O1CCOCC1. (6) The reactants are [CH3:1][O:2][C:3](=[O:14])[C:4]1[CH:9]=[CH:8][CH:7]=[C:6]([N+:10]([O-:12])=[O:11])[C:5]=1[NH2:13].[Br:15]Br. The catalyst is C(O)(=O)C. The product is [CH3:1][O:2][C:3](=[O:14])[C:4]1[CH:9]=[C:8]([Br:15])[CH:7]=[C:6]([N+:10]([O-:12])=[O:11])[C:5]=1[NH2:13]. The yield is 0.820. (7) The reactants are CCN(C(C)C)C(C)C.[OH:10][C:11]1[CH:12]=[CH:13][CH:14]=[C:15]2[C:20]=1[O:19][C:18](=[O:21])[C:17]([C:22]([OH:24])=O)=[CH:16]2.CN(C(ON1N=NC2C=CC=NC1=2)=[N+](C)C)C.F[P-](F)(F)(F)(F)F.[F:49][C:50]1[CH:51]=[C:52]([C:57]2[CH:62]=[CH:61][CH:60]=[C:59]([NH2:63])[CH:58]=2)[CH:53]=[C:54]([F:56])[CH:55]=1. The catalyst is CN(C=O)C. The product is [F:49][C:50]1[CH:51]=[C:52]([C:57]2[CH:62]=[CH:61][CH:60]=[C:59]([NH:63][C:22]([C:17]3[C:18](=[O:21])[O:19][C:20]4[C:15]([CH:16]=3)=[CH:14][CH:13]=[CH:12][C:11]=4[OH:10])=[O:24])[CH:58]=2)[CH:53]=[C:54]([F:56])[CH:55]=1. The yield is 0.350.